From a dataset of Catalyst prediction with 721,799 reactions and 888 catalyst types from USPTO. Predict which catalyst facilitates the given reaction. (1) Reactant: [C:1]([C:3](=[C:9]1[CH2:12][CH2:11][CH2:10]1)[C:4]([O:6][CH2:7][CH3:8])=[O:5])#[N:2].[C:13]1([Mg]Br)[CH:18]=[CH:17][CH:16]=[CH:15][CH:14]=1.OS(O)(=O)=O. Product: [C:1]([CH:3]([C:9]1([C:13]2[CH:18]=[CH:17][CH:16]=[CH:15][CH:14]=2)[CH2:10][CH2:11][CH2:12]1)[C:4]([O:6][CH2:7][CH3:8])=[O:5])#[N:2]. The catalyst class is: 28. (2) The catalyst class is: 5. Product: [N+:1]([C:4]1[CH:5]=[CH:6][C:7]([CH2:10][OH:11])=[N:8][CH:9]=1)([O-:3])=[O:2]. Reactant: [N+:1]([C:4]1[CH:5]=[CH:6][C:7]([CH:10]=[O:11])=[N:8][CH:9]=1)([O-:3])=[O:2].[BH4-].[Na+]. (3) Reactant: [Cl:1][C:2]1[CH:3]=[C:4]([C@@H:8]2[C@@H:13]([C:14]3[CH:19]=[CH:18][C:17]([Cl:20])=[CH:16][CH:15]=3)[N:12]([C@@H:21]([CH2:24][CH3:25])[CH2:22]O)[C:11](=[O:26])[C@:10]([CH2:28][C:29]([O:31][CH3:32])=[O:30])([CH3:27])[CH2:9]2)[CH:5]=[CH:6][CH:7]=1.C(P(CCCC)(CCCC)=CC#N)CCC.[CH3:49][C:50]([O:53][C:54]([NH:56][C:57]([O:59][C:60]([CH3:63])([CH3:62])[CH3:61])=[O:58])=[O:55])([CH3:52])[CH3:51]. Product: [C:60]([O:59][C:57]([N:56]([C:54]([O:53][C:50]([CH3:52])([CH3:51])[CH3:49])=[O:55])[CH2:22][C@@H:21]([N:12]1[C@H:13]([C:14]2[CH:19]=[CH:18][C:17]([Cl:20])=[CH:16][CH:15]=2)[C@@H:8]([C:4]2[CH:5]=[CH:6][CH:7]=[C:2]([Cl:1])[CH:3]=2)[CH2:9][C@@:10]([CH2:28][C:29]([O:31][CH3:32])=[O:30])([CH3:27])[C:11]1=[O:26])[CH2:24][CH3:25])=[O:58])([CH3:63])([CH3:62])[CH3:61]. The catalyst class is: 11. (4) Reactant: [Cl:1][C:2]1[N:7]=[CH:6][C:5]([O:8][C:9]2[CH:16]=[CH:15][C:12]([CH:13]=[O:14])=[CH:11][C:10]=2[F:17])=[CH:4][CH:3]=1.[BH4-].[Na+]. Product: [Cl:1][C:2]1[N:7]=[CH:6][C:5]([O:8][C:9]2[CH:16]=[CH:15][C:12]([CH2:13][OH:14])=[CH:11][C:10]=2[F:17])=[CH:4][CH:3]=1. The catalyst class is: 5. (5) Reactant: [N+:1]([C:4]1[CH:17]=[CH:16][C:7]2[NH:8][C:9](=[O:15])[C:10]3([O:14][C:6]=2[CH:5]=1)[CH2:13][CH2:12][CH2:11]3)([O-:3])=[O:2].C(=O)([O-])[O-].[K+].[K+].I[CH2:25][CH3:26].O. Product: [CH2:25]([N:8]1[C:7]2[CH:16]=[CH:17][C:4]([N+:1]([O-:3])=[O:2])=[CH:5][C:6]=2[O:14][C:10]2([CH2:13][CH2:12][CH2:11]2)[C:9]1=[O:15])[CH3:26]. The catalyst class is: 3. (6) Reactant: Br[C:2]1[O:6][C:5]([CH:7]=[O:8])=[CH:4][CH:3]=1.[F:9][C:10]([F:25])([F:24])[C:11]1[CH:12]=[C:13](B(O)O)[CH:14]=[C:15]([C:17]([F:20])([F:19])[F:18])[CH:16]=1.C(=O)([O-])[O-].[Na+].[Na+]. Product: [F:9][C:10]([F:24])([F:25])[C:11]1[CH:12]=[C:13]([C:2]2[O:6][C:5]([CH:7]=[O:8])=[CH:4][CH:3]=2)[CH:14]=[C:15]([C:17]([F:18])([F:19])[F:20])[CH:16]=1. The catalyst class is: 176. (7) Reactant: C([N:8]([CH2:19][CH2:20][C:21]1[CH:26]=[CH:25][C:24]([S:27]([C:30]2[CH:42]=[CH:41][C:33]([O:34][CH2:35][C:36]([O:38][CH2:39][CH3:40])=[O:37])=[CH:32][CH:31]=2)(=[O:29])=[O:28])=[CH:23][CH:22]=1)[CH2:9][C@@H:10]([C:12]1[CH:17]=[CH:16][CH:15]=[C:14]([Cl:18])[CH:13]=1)[OH:11])C1C=CC=CC=1.Cl. Product: [Cl:18][C:14]1[CH:13]=[C:12]([C@@H:10]([OH:11])[CH2:9][NH:8][CH2:19][CH2:20][C:21]2[CH:22]=[CH:23][C:24]([S:27]([C:30]3[CH:31]=[CH:32][C:33]([O:34][CH2:35][C:36]([O:38][CH2:39][CH3:40])=[O:37])=[CH:41][CH:42]=3)(=[O:28])=[O:29])=[CH:25][CH:26]=2)[CH:17]=[CH:16][CH:15]=1. The catalyst class is: 13. (8) Reactant: [CH3:1][O:2][C:3]([C:5]1[CH:10]=[C:9]([O:11][C:12]2[CH:17]=[CH:16][CH:15]=[C:14]([NH2:18])[CH:13]=2)[CH:8]=[CH:7][N:6]=1)=[O:4].[C:19]([N:26]1[CH:30]=[CH:29]N=C1)(N1C=CN=C1)=[O:20].[CH3:31][N:32]1[C:40]2[C:35](=[CH:36]C(N)=C[CH:39]=2)[CH:34]=[N:33]1. Product: [CH3:31][N:32]1[C:40]2[C:35](=[CH:36][C:30]([NH:26][C:19]([NH:18][C:14]3[CH:13]=[C:12]([CH:17]=[CH:16][CH:15]=3)[O:11][C:9]3[CH:8]=[CH:7][N:6]=[C:5]([C:3]([O:2][CH3:1])=[O:4])[CH:10]=3)=[O:20])=[CH:29][CH:39]=2)[CH:34]=[N:33]1. The catalyst class is: 2. (9) Reactant: [C:1]([C:3]1[CH:4]=[C:5]([C:9]2[CH:14]=[C:13]([N+:15]([O-:17])=[O:16])[CH:12]=[CH:11][C:10]=2[O:18][CH3:19])[CH:6]=[CH:7][CH:8]=1)#[N:2]. Product: [NH2:2][CH2:1][C:3]1[CH:4]=[C:5]([C:9]2[CH:14]=[C:13]([N+:15]([O-:17])=[O:16])[CH:12]=[CH:11][C:10]=2[O:18][CH3:19])[CH:6]=[CH:7][CH:8]=1. The catalyst class is: 266. (10) Reactant: [CH:1]1[C:10]2[C:5](=[CH:6][C:7]([NH:11][C:12](=[O:32])[CH:13]([C:26]3[CH:31]=[CH:30][CH:29]=[CH:28][CH:27]=3)[CH2:14][O:15][Si](C(C)C)(C(C)C)C(C)C)=[CH:8][CH:9]=2)[CH:4]=[CH:3][N:2]=1.CCCC[N+](CCCC)(CCCC)CCCC.[F-]. Product: [OH:15][CH2:14][CH:13]([C:26]1[CH:31]=[CH:30][CH:29]=[CH:28][CH:27]=1)[C:12]([NH:11][C:7]1[CH:6]=[C:5]2[C:10](=[CH:9][CH:8]=1)[CH:1]=[N:2][CH:3]=[CH:4]2)=[O:32]. The catalyst class is: 1.